Dataset: Forward reaction prediction with 1.9M reactions from USPTO patents (1976-2016). Task: Predict the product of the given reaction. (1) Given the reactants [CH2:1]([O:8][C:9]1[CH:10]=[C:11]([CH:15]=[CH:16][C:17]=1[O:18][CH3:19])[C:12](Cl)=[O:13])[C:2]1[CH:7]=[CH:6][CH:5]=[CH:4][CH:3]=1.[Cl:20][C:21]1[CH:22]=[N:23][CH:24]=[C:25]([Cl:40])[C:26]=1[CH2:27][C:28]([C:30]1[CH:35]=[CH:34][C:33]([O:36][CH3:37])=[C:32]([O:38][CH3:39])[CH:31]=1)=[O:29], predict the reaction product. The product is: [Cl:40][C:25]1[CH:24]=[N:23][CH:22]=[C:21]([Cl:20])[C:26]=1/[CH:27]=[C:28](\[O:29][C:12](=[O:13])[C:11]1[CH:15]=[CH:16][C:17]([O:18][CH3:19])=[C:9]([O:8][CH2:1][C:2]2[CH:3]=[CH:4][CH:5]=[CH:6][CH:7]=2)[CH:10]=1)/[C:30]1[CH:35]=[CH:34][C:33]([O:36][CH3:37])=[C:32]([O:38][CH3:39])[CH:31]=1. (2) Given the reactants [CH3:1][C:2]1([CH3:16])[C:6]([CH3:8])([CH3:7])[O:5][B:4]([C:9]2[CH:14]=[CH:13][C:12]([OH:15])=[CH:11][CH:10]=2)[O:3]1.CC1C=CC(S(O[CH2:28][P:29]([O:34][CH2:35][CH3:36])([O:31][CH2:32][CH3:33])=[O:30])(=O)=O)=CC=1, predict the reaction product. The product is: [CH2:32]([O:31][P:29]([CH2:28][O:15][C:12]1[CH:13]=[CH:14][C:9]([B:4]2[O:3][C:2]([CH3:16])([CH3:1])[C:6]([CH3:7])([CH3:8])[O:5]2)=[CH:10][CH:11]=1)(=[O:30])[O:34][CH2:35][CH3:36])[CH3:33]. (3) Given the reactants C(Br)Br.C1(C2C=CC=CC=2O)C=CC=CC=1.[CH3:17][O:18][C:19]1[CH:24]=[CH:23][CH:22]=[C:21]([C:25]2[CH:30]=[CH:29][CH:28]=[CH:27][CH:26]=2)[C:20]=1[OH:31].COC1C=C(C2C=CC=CC=2O)C=CC=1, predict the reaction product. The product is: [CH3:17][O:18][C:19]1[C:20]2[O:31][C:30]3[CH:29]=[CH:28][CH:27]=[CH:26][C:25]=3[C:21]=2[CH:22]=[CH:23][CH:24]=1. (4) Given the reactants [N:1]1([C:7]2([C:11]#[N:12])[CH2:10][CH2:9][CH2:8]2)[CH2:6][CH2:5][O:4][CH2:3][CH2:2]1.[C:13]1([Li])[CH:18]=[CH:17][CH:16]=[CH:15][CH:14]=1, predict the reaction product. The product is: [N:1]1([C:7]2([CH:11]([NH2:12])[C:13]3[CH:18]=[CH:17][CH:16]=[CH:15][CH:14]=3)[CH2:10][CH2:9][CH2:8]2)[CH2:6][CH2:5][O:4][CH2:3][CH2:2]1. (5) The product is: [Cl:1][C:2]1[CH:10]=[CH:9][CH:8]=[C:7]2[C:3]=1[CH:4]=[CH:5][N:6]2[CH2:11][C:12]1[NH:13][C:14](=[S:30])[NH:15][CH:16]=1. Given the reactants [Cl:1][C:2]1[CH:10]=[CH:9][CH:8]=[C:7]2[C:3]=1[CH:4]=[CH:5][N:6]2[CH2:11][C:12]1[NH:13][CH2:14][NH:15][CH:16]=1.C([O-])(O)=O.[Na+].C1C=CC(OC(Cl)=[S:30])=CC=1, predict the reaction product.